From a dataset of Full USPTO retrosynthesis dataset with 1.9M reactions from patents (1976-2016). Predict the reactants needed to synthesize the given product. (1) Given the product [Cl:1][C:2]1[CH:18]=[CH:17][C:5]([C:6]([C:8]2[CH:16]=[CH:15][CH:14]=[CH:13][C:9]=2[C:10]([O:12][CH3:27])=[O:11])=[O:7])=[CH:4][C:3]=1[N+:19]([O-:21])=[O:20], predict the reactants needed to synthesize it. The reactants are: [Cl:1][C:2]1[CH:18]=[CH:17][C:5]([C:6]([C:8]2[CH:16]=[CH:15][CH:14]=[CH:13][C:9]=2[C:10]([OH:12])=[O:11])=[O:7])=[CH:4][C:3]=1[N+:19]([O-:21])=[O:20].S(=O)(=O)(O)O.[CH3:27]O. (2) Given the product [CH3:26][CH:6]1[CH2:5][C@H:4]2[C@H:8]([CH2:9][N:10]([C:11]([C:13]3[N:14]=[C:15]([CH3:25])[S:16][C:17]=3[C:18]3[CH:19]=[C:20]([CH3:24])[CH:21]=[CH:22][CH:23]=3)=[O:12])[C@@H:3]2[CH2:2][NH:1][C:32](=[O:33])[C:31]2[CH:35]=[CH:36][CH:37]=[C:29]([C:28]([F:27])([F:38])[F:39])[CH:30]=2)[CH2:7]1, predict the reactants needed to synthesize it. The reactants are: [NH2:1][CH2:2][C@H:3]1[N:10]([C:11]([C:13]2[N:14]=[C:15]([CH3:25])[S:16][C:17]=2[C:18]2[CH:19]=[C:20]([CH3:24])[CH:21]=[CH:22][CH:23]=2)=[O:12])[CH2:9][C@H:8]2[C@@H:4]1[CH2:5][CH:6]([CH3:26])[CH2:7]2.[F:27][C:28]([F:39])([F:38])[C:29]1[CH:30]=[C:31]([CH:35]=[CH:36][CH:37]=1)[C:32](O)=[O:33]. (3) The reactants are: NC1C=CC(C)=C(N[C:9]2[CH:14]=[C:13]([NH:15][C:16]3[CH:21]=[CH:20][C:19]([F:22])=[C:18]([Cl:23])[CH:17]=3)[N:12]=[CH:11][N:10]=2)C=1.ClC1C=C(C2(N)C=C(Cl)N=CN2)C=CC=1F.[CH3:41][C:42]1[CH:48]=[CH:47][C:46]([N+:49]([O-:51])=[O:50])=[CH:45][C:43]=1[NH2:44].Cl. Given the product [Cl:23][C:18]1[CH:17]=[C:16]([NH:15][C:13]2[CH:14]=[C:9]([NH:44][C:43]3[CH:45]=[C:46]([N+:49]([O-:51])=[O:50])[CH:47]=[CH:48][C:42]=3[CH3:41])[N:10]=[CH:11][N:12]=2)[CH:21]=[CH:20][C:19]=1[F:22], predict the reactants needed to synthesize it. (4) Given the product [N:14]1([C:19]2[CH:20]=[C:21]([CH2:25][C:26]([N:11]3[CH2:10][CH2:9][N:8]([C:1]([O:3][C:4]([CH3:7])([CH3:6])[CH3:5])=[O:2])[CH2:13][CH2:12]3)=[O:27])[CH:22]=[CH:23][CH:24]=2)[CH:18]=[N:17][N:16]=[N:15]1, predict the reactants needed to synthesize it. The reactants are: [C:1]([N:8]1[CH2:13][CH2:12][NH:11][CH2:10][CH2:9]1)([O:3][C:4]([CH3:7])([CH3:6])[CH3:5])=[O:2].[N:14]1([C:19]2[CH:20]=[C:21]([CH2:25][C:26](O)=[O:27])[CH:22]=[CH:23][CH:24]=2)[CH:18]=[N:17][N:16]=[N:15]1.C1C=CC2N(O)N=NC=2C=1.C(Cl)CCl.[Cl-].[Na+].O.C([O-])(O)=O.[Na+]. (5) Given the product [OH:15][C:2]1[CH:3]=[CH:4][C:5]([CH3:13])=[C:6]([CH:12]=1)[C:7]([O:9][CH2:10][CH3:11])=[O:8], predict the reactants needed to synthesize it. The reactants are: N[C:2]1[CH:3]=[CH:4][C:5]([CH3:13])=[C:6]([CH:12]=1)[C:7]([O:9][CH2:10][CH3:11])=[O:8].N([O-])=[O:15].[Na+]. (6) Given the product [CH3:38][C:32]([C:29]1[S:28][C:27]([CH2:26][CH:15]([NH:16][S:17]([C:20]2[CH:21]=[N:22][CH:23]=[CH:24][CH:25]=2)(=[O:18])=[O:19])[C:11]2[N:10]=[C:9]([NH:8][CH2:39][C:40]([OH:42])=[O:41])[CH:14]=[CH:13][CH:12]=2)=[CH:31][CH:30]=1)([CH3:37])[CH2:33][CH2:34][CH2:35][CH3:36], predict the reactants needed to synthesize it. The reactants are: C(OC([N:8]([CH2:39][C:40]([O:42]C(C)(C)C)=[O:41])[C:9]1[CH:14]=[CH:13][CH:12]=[C:11]([CH:15]([CH2:26][C:27]2[S:28][C:29]([C:32]([CH3:38])([CH3:37])[CH2:33][CH2:34][CH2:35][CH3:36])=[CH:30][CH:31]=2)[NH:16][S:17]([C:20]2[CH:21]=[N:22][CH:23]=[CH:24][CH:25]=2)(=[O:19])=[O:18])[N:10]=1)=O)(C)(C)C.FC(F)(F)C(O)=O.